From a dataset of Forward reaction prediction with 1.9M reactions from USPTO patents (1976-2016). Predict the product of the given reaction. (1) Given the reactants [CH3:1][N:2]([CH3:16])[C:3]1[CH:8]=[CH:7][C:6]([N+:9]([O-:11])=[O:10])=[CH:5][C:4]=1[C:12]([F:15])([F:14])[F:13].ClC1C=CC(O[CH2:23][C:24]#[N:25])=CC=1.CC(C)([O-])C.[K+].O, predict the reaction product. The product is: [CH3:1][N:2]([CH3:16])[C:3]1[C:4]([C:12]([F:13])([F:14])[F:15])=[CH:5][C:6]([N+:9]([O-:11])=[O:10])=[C:7]([CH2:23][C:24]#[N:25])[CH:8]=1. (2) Given the reactants [Cl:1][C:2]1[C:7]([O:8][CH3:9])=[CH:6][C:5]([O:10][CH3:11])=[C:4]([Cl:12])[C:3]=1[C:13]1[C:22]2[N:21]=[C:20]([N:23]([CH2:25][CH2:26][N:27]([CH3:29])[CH3:28])[CH3:24])[CH:19]=[N:18][C:17]=2[C:16]([C:30](O)=[O:31])=[CH:15][CH:14]=1.[NH2:33][C:34]1[CH:39]=[CH:38][CH:37]=[CH:36][N:35]=1, predict the reaction product. The product is: [N:35]1[CH:36]=[CH:37][CH:38]=[CH:39][C:34]=1[NH:33][C:30]([C:16]1[C:17]2[N:18]=[CH:19][C:20]([N:23]([CH2:25][CH2:26][N:27]([CH3:28])[CH3:29])[CH3:24])=[N:21][C:22]=2[C:13]([C:3]2[C:2]([Cl:1])=[C:7]([O:8][CH3:9])[CH:6]=[C:5]([O:10][CH3:11])[C:4]=2[Cl:12])=[CH:14][CH:15]=1)=[O:31]. (3) Given the reactants Cl[C:2](OC(Cl)(Cl)Cl)=[O:3].[C:9]1([NH:15][C:16]2[C:17](=[CH:21][CH:22]=[CH:23][CH:24]=2)[C:18]([OH:20])=[O:19])[CH:14]=[CH:13][CH:12]=[CH:11][CH:10]=1, predict the reaction product. The product is: [C:9]1([N:15]2[C:16]3[CH:24]=[CH:23][CH:22]=[CH:21][C:17]=3[C:18](=[O:20])[O:19][C:2]2=[O:3])[CH:10]=[CH:11][CH:12]=[CH:13][CH:14]=1. (4) Given the reactants Br[CH2:2][C:3]([C:5]1[N:6]=[C:7]([C:11]2[CH:16]=[CH:15][CH:14]=[CH:13][CH:12]=2)[O:8][C:9]=1[CH3:10])=[O:4].[OH:17][C:18]1[CH:44]=[CH:43][C:21]([C:22]([C:24]2[CH:40]=[CH:39][C:38]([O:41][CH3:42])=[CH:37][C:25]=2[O:26][C:27]([CH3:36])([CH3:35])[C:28]([O:30]C(C)(C)C)=[O:29])=[O:23])=[CH:20][CH:19]=1.C(=O)([O-])[O-].[K+].[K+].CN(C)C=O, predict the reaction product. The product is: [CH3:42][O:41][C:38]1[CH:39]=[CH:40][C:24]([C:22](=[O:23])[C:21]2[CH:20]=[CH:19][C:18]([O:17][CH2:2][C:3]([C:5]3[N:6]=[C:7]([C:11]4[CH:16]=[CH:15][CH:14]=[CH:13][CH:12]=4)[O:8][C:9]=3[CH3:10])=[O:4])=[CH:44][CH:43]=2)=[C:25]([CH:37]=1)[O:26][C:27]([CH3:36])([CH3:35])[C:28]([OH:30])=[O:29]. (5) Given the reactants [Cl:1][C:2]1[CH:3]=[C:4]([C:9]2([C:13](=[O:21])[CH2:14][N:15]3[CH2:20][CH2:19][CH2:18][CH2:17][CH2:16]3)[CH2:12][CH2:11][CH2:10]2)[CH:5]=[CH:6][C:7]=1[Cl:8].[BH4-].[Na+], predict the reaction product. The product is: [Cl:1][C:2]1[CH:3]=[C:4]([C:9]2([CH:13]([OH:21])[CH2:14][N:15]3[CH2:16][CH2:17][CH2:18][CH2:19][CH2:20]3)[CH2:10][CH2:11][CH2:12]2)[CH:5]=[CH:6][C:7]=1[Cl:8]. (6) Given the reactants [CH3:1][Sn:2]([CH3:8])([CH3:7])[Sn:2]([CH3:8])([CH3:7])[CH3:1].[Cl:9][C:10]1[CH:15]=[CH:14][N:13]=[C:12]2[CH:16]=[C:17](I)[S:18][C:11]=12, predict the reaction product. The product is: [Cl:9][C:10]1[CH:15]=[CH:14][N:13]=[C:12]2[CH:16]=[C:17]([Sn:2]([CH3:8])([CH3:7])[CH3:1])[S:18][C:11]=12. (7) Given the reactants [Cl:1][C:2]1[C:3]([C:11]([C:18]#[N:19])(C)[C:12](OCC)=O)=[N:4][CH:5]=[C:6]([N+:8]([O-:10])=[O:9])[CH:7]=1.[Li+].[Cl-], predict the reaction product. The product is: [Cl:1][C:2]1[C:3]([CH:11]([CH3:12])[C:18]#[N:19])=[N:4][CH:5]=[C:6]([N+:8]([O-:10])=[O:9])[CH:7]=1.